Task: Regression. Given a peptide amino acid sequence and an MHC pseudo amino acid sequence, predict their binding affinity value. This is MHC class II binding data.. Dataset: Peptide-MHC class II binding affinity with 134,281 pairs from IEDB (1) The peptide sequence is GELQIVDKIDAANKI. The MHC is DRB1_1101 with pseudo-sequence DRB1_1101. The binding affinity (normalized) is 0.761. (2) The MHC is DRB1_1001 with pseudo-sequence DRB1_1001. The peptide sequence is EKKYFAATQFEPLAK. The binding affinity (normalized) is 0.618. (3) The peptide sequence is ADAGYAPATPAAAGA. The MHC is HLA-DPA10103-DPB10401 with pseudo-sequence HLA-DPA10103-DPB10401. The binding affinity (normalized) is 0.0233. (4) The peptide sequence is QSKLSRNFTKGVKKI. The MHC is DRB1_0301 with pseudo-sequence DRB1_0301. The binding affinity (normalized) is 0.372.